This data is from Forward reaction prediction with 1.9M reactions from USPTO patents (1976-2016). The task is: Predict the product of the given reaction. (1) Given the reactants [Cl:1][C:2]1[C:11]2[N:10]([CH3:12])[O:9][C@H:8]3[NH:13][C@H:14]([C:16]([O:18][CH3:19])=[O:17])[CH2:15][C@@:7]3([OH:20])[C:6]=2[CH:5]=[CH:4][CH:3]=1.[CH:21]([O:24][CH2:25]CO)([CH3:23])[CH3:22], predict the reaction product. The product is: [Cl:1][C:2]1[C:11]2[N:10]([CH3:12])[O:9][C@H:8]3[NH:13][C@H:14]([C:16]([O:18][CH2:19][CH2:25][O:24][CH:21]([CH3:23])[CH3:22])=[O:17])[CH2:15][C@@:7]3([OH:20])[C:6]=2[CH:5]=[CH:4][CH:3]=1. (2) Given the reactants [O:1]1[CH2:6][CH2:5][CH:4]([OH:7])[CH2:3][CH2:2]1.N1C=CC=CC=1.Cl[C:15]([O:17][C:18]1[CH:23]=[CH:22][C:21]([N+:24]([O-:26])=[O:25])=[CH:20][CH:19]=1)=[O:16].O, predict the reaction product. The product is: [C:15](=[O:16])([O:7][CH:4]1[CH2:5][CH2:6][O:1][CH2:2][CH2:3]1)[O:17][C:18]1[CH:19]=[CH:20][C:21]([N+:24]([O-:26])=[O:25])=[CH:22][CH:23]=1.